Dataset: Catalyst prediction with 721,799 reactions and 888 catalyst types from USPTO. Task: Predict which catalyst facilitates the given reaction. (1) Reactant: [OH:1][CH:2]1[CH2:5][N:4]([C:6]2[CH:11]=[CH:10][C:9]([C:12](=[O:16])COC)=[CH:8][CH:7]=2)[CH2:3]1.[OH2:17].[OH-].[Li+].Cl. Product: [OH:1][CH:2]1[CH2:3][N:4]([C:6]2[CH:7]=[CH:8][C:9]([C:12]([OH:16])=[O:17])=[CH:10][CH:11]=2)[CH2:5]1. The catalyst class is: 799. (2) Reactant: [I:1][C:2]1[CH:3]=[C:4]2[C:9](=[CH:10][CH:11]=1)[O:8][C@@H:7]([C:12]([OH:14])=O)[CH2:6][CH2:5]2.[CH2:15]([NH2:22])[C:16]1[CH:21]=[CH:20][CH:19]=[CH:18][CH:17]=1.ON1C2C=CC=CC=2N=N1.Cl.CN(C)CCCN=C=NCC. Product: [CH2:15]([NH:22][C:12]([C@H:7]1[CH2:6][CH2:5][C:4]2[C:9](=[CH:10][CH:11]=[C:2]([I:1])[CH:3]=2)[O:8]1)=[O:14])[C:16]1[CH:21]=[CH:20][CH:19]=[CH:18][CH:17]=1. The catalyst class is: 3.